From a dataset of Full USPTO retrosynthesis dataset with 1.9M reactions from patents (1976-2016). Predict the reactants needed to synthesize the given product. (1) Given the product [C:28]([O:32][C:33](=[O:39])[C:34]([CH3:38])([CH3:37])[CH2:35][NH:36][C:4]([C:6]1[N:7]=[C:8]([C:26]#[N:27])[C:9]2[C:14]([C:15]=1[OH:16])=[CH:13][CH:12]=[C:11]([O:17][C:18]1[CH:23]=[C:22]([F:24])[CH:21]=[CH:20][C:19]=1[Cl:25])[CH:10]=2)=[O:5])([CH3:31])([CH3:29])[CH3:30], predict the reactants needed to synthesize it. The reactants are: C(O[C:4]([C:6]1[N:7]=[C:8]([C:26]#[N:27])[C:9]2[C:14]([C:15]=1[OH:16])=[CH:13][CH:12]=[C:11]([O:17][C:18]1[CH:23]=[C:22]([F:24])[CH:21]=[CH:20][C:19]=1[Cl:25])[CH:10]=2)=[O:5])C.[C:28]([O:32][C:33](=[O:39])[C:34]([CH3:38])([CH3:37])[CH2:35][NH2:36])([CH3:31])([CH3:30])[CH3:29]. (2) Given the product [C:1]([O:5][C:6]([C:8]1([C:11]2[CH:16]=[CH:15][C:14]([N:17]3[CH2:18][CH2:19][N:20]([C:23]([O:25][CH3:26])=[O:24])[CH2:21][CH2:22]3)=[CH:13][CH:12]=2)[CH2:10][CH2:9]1)=[O:7])([CH3:4])([CH3:3])[CH3:2], predict the reactants needed to synthesize it. The reactants are: [C:1]([O:5][C:6]([C:8]1([C:11]2[CH:16]=[CH:15][C:14]([N:17]3[CH2:22][CH2:21][N:20]([C:23]([O:25][C:26](C)(C)C)=[O:24])[CH2:19][CH2:18]3)=[CH:13][CH:12]=2)[CH2:10][CH2:9]1)=[O:7])([CH3:4])([CH3:3])[CH3:2].Cl.C(#N)C.C(N(CC)C(C)C)(C)C.ClC(OC)=O. (3) Given the product [CH3:9][O:8][C:5]1[N:6]=[CH:7][C:2]([C:11](=[O:21])[CH2:12][CH3:13])=[CH:3][CH:4]=1, predict the reactants needed to synthesize it. The reactants are: Br[C:2]1[CH:3]=[CH:4][C:5]([O:8][CH3:9])=[N:6][CH:7]=1.[Li][CH2:11][CH2:12][CH2:13]C.C(#N)CC.CC[O:21]CC. (4) Given the product [Cl:1][C:2]1[C:11]([Cl:12])=[CH:10][CH:9]=[C:8]2[C:3]=1[CH2:4][CH2:5][N:6]([C:14]1[CH:35]=[CH:34][C:17]([CH2:18][CH2:19][C@H:20]3[CH2:24][O:23][C:22]([CH3:26])([CH3:25])[N:21]3[C:27]([O:29][C:30]([CH3:33])([CH3:32])[CH3:31])=[O:28])=[CH:16][CH:15]=1)[C:7]2=[O:13], predict the reactants needed to synthesize it. The reactants are: [Cl:1][C:2]1[C:11]([Cl:12])=[CH:10][CH:9]=[C:8]2[C:3]=1[CH2:4][CH2:5][N:6]([C:14]1[CH:35]=[CH:34][C:17](/[CH:18]=[CH:19]/[C@H:20]3[CH2:24][O:23][C:22]([CH3:26])([CH3:25])[N:21]3[C:27]([O:29][C:30]([CH3:33])([CH3:32])[CH3:31])=[O:28])=[CH:16][CH:15]=1)[C:7]2=[O:13]. (5) Given the product [Cl:8][C:5]1[CH:6]=[CH:7][C:2]([N:20]2[CH2:25][CH2:24][NH:23][CH2:22][CH2:21]2)=[CH:3][C:4]=1[O:9][CH:10]([CH3:12])[CH3:11], predict the reactants needed to synthesize it. The reactants are: Br[C:2]1[CH:7]=[CH:6][C:5]([Cl:8])=[C:4]([O:9][CH:10]([CH3:12])[CH3:11])[CH:3]=1.C([N:20]1[CH2:25][CH2:24][NH:23][CH2:22][CH2:21]1)(OC(C)(C)C)=O.CC(C)([O-])C.[Na+]. (6) Given the product [CH2:1]([C:3]1[C:4]2[NH:9][C:10]3[CH:11]=[N:12][N:13]([CH3:18])[C:14]=3[C:15](=[O:17])[C:5]=2[CH:6]=[CH:7][CH:8]=1)[CH3:2], predict the reactants needed to synthesize it. The reactants are: [CH2:1]([C:3]1[CH:8]=[CH:7][CH:6]=[CH:5][C:4]=1[NH:9][C:10]1[CH:11]=[N:12][N:13]([CH3:18])[C:14]=1[C:15]([OH:17])=O)[CH3:2].FC1C=CC(NC2C=NN(C)C=2C(O)=O)=CC=1. (7) The reactants are: C(O[C:4]([C:6]1[C:11](=[O:12])[N:10]([CH2:13][C:14]2[CH:19]=[CH:18][CH:17]=[C:16]([C:20]([F:23])([F:22])[F:21])[CH:15]=2)[N:9]2[CH:24]=[CH:25][CH:26]=[C:8]2[C:7]=1[OH:27])=[O:5])C.[NH2:28][CH2:29][C:30]([O-:32])=[O:31].[Na+]. Given the product [F:23][C:20]([F:22])([F:21])[C:16]1[CH:15]=[C:14]([CH:19]=[CH:18][CH:17]=1)[CH2:13][N:10]1[C:11](=[O:12])[C:6]([C:4]([NH:28][CH2:29][C:30]([OH:32])=[O:31])=[O:5])=[C:7]([OH:27])[C:8]2=[CH:26][CH:25]=[CH:24][N:9]12, predict the reactants needed to synthesize it.